Task: Predict the reaction yield, written as a fraction of the theoretical maximum amount of product (1.0 means a 100% yield; for example, 0.34 means a 34% yield).. Dataset: Reaction yield outcomes from USPTO patents with 853,638 reactions The reactants are [CH3:1][O-:2].[Na+].C1(C)C=CC=CC=1.[CH3:11][O:12][C:13]1[C:31]([O:32][CH3:33])=[C:30]([O:34][CH3:35])[CH:29]=[C:28]([CH3:36])[C:14]=1[C:15]([C:17]1[C:22]([C:23]([F:26])([F:25])[F:24])=[CH:21][N:20]=[CH:19][C:18]=1Cl)=[O:16].CN(C)P(N(C)C)N(C)C. The catalyst is O. The product is [CH3:11][O:12][C:13]1[C:31]([O:32][CH3:33])=[C:30]([O:34][CH3:35])[CH:29]=[C:28]([CH3:36])[C:14]=1[C:15]([C:17]1[C:22]([C:23]([F:26])([F:25])[F:24])=[CH:21][N:20]=[CH:19][C:18]=1[O:2][CH3:1])=[O:16]. The yield is 0.640.